This data is from Reaction yield outcomes from USPTO patents with 853,638 reactions. The task is: Predict the reaction yield, written as a fraction of the theoretical maximum amount of product (1.0 means a 100% yield; for example, 0.34 means a 34% yield). (1) The reactants are [C:1]([C:3]1[O:7][C:6]([C:8](Cl)=[O:9])=[CH:5][CH:4]=1)#[N:2].[CH3:11][N:12]1[CH2:17][CH2:16][N:15]([C:18]2[CH:23]=[CH:22][C:21]([NH2:24])=[C:20]([C:25]3[C:29]([CH3:30])=[CH:28][S:27][CH:26]=3)[CH:19]=2)[CH2:14][CH2:13]1.CCN(C(C)C)C(C)C. No catalyst specified. The product is [CH3:11][N:12]1[CH2:17][CH2:16][N:15]([C:18]2[CH:23]=[CH:22][C:21]([NH:24][C:8]([C:6]3[O:7][C:3]([C:1]#[N:2])=[CH:4][CH:5]=3)=[O:9])=[C:20]([C:25]3[C:29]([CH3:30])=[CH:28][S:27][CH:26]=3)[CH:19]=2)[CH2:14][CH2:13]1. The yield is 0.240. (2) The reactants are C([O:3][C:4]([C:6]1[CH:11]=[CH:10][C:9]([C:12]2[CH:17]=[CH:16][C:15]([CH2:18][CH2:19][CH2:20][CH2:21][CH2:22][CH2:23][CH2:24][CH2:25][CH3:26])=[CH:14][CH:13]=2)=[CH:8][CH:7]=1)=[O:5])C.O.[OH-].[Li+]. The yield is 0.680. The product is [CH2:18]([C:15]1[CH:16]=[CH:17][C:12]([C:9]2[CH:10]=[CH:11][C:6]([C:4]([OH:5])=[O:3])=[CH:7][CH:8]=2)=[CH:13][CH:14]=1)[CH2:19][CH2:20][CH2:21][CH2:22][CH2:23][CH2:24][CH2:25][CH3:26]. The catalyst is O.C1COCC1. (3) The reactants are C([O:8][C:9]1[CH:30]=[C:29]([O:31]CC2C=CC=CC=2)[C:28]([CH:39]([CH3:41])[CH3:40])=[CH:27][C:10]=1[C:11]([NH:13][C:14]1[CH:19]=CC(OC)=[C:16]([N:22]([CH3:26])[CH2:23][CH2:24][CH3:25])[CH:15]=1)=O)C1C=CC=CC=1.COC1C=CC(P2(SP(C3C=CC([O:62][CH3:63])=CC=3)(=S)S2)=S)=CC=1.[NH2:64][NH2:65].C1N=CN(C(N2C=NC=C2)=O)C=1.O1[CH2:83][CH2:82][O:81][CH2:80]C1. The catalyst is C1(C)C=CC=CC=1.C(OCC)(=O)C.O. The product is [OH:62][C:63]1[N:13]([C:14]2[CH:19]=[CH:83][C:82]([O:81][CH3:80])=[C:16]([N:22]([CH3:26])[CH2:23][CH2:24][CH3:25])[CH:15]=2)[C:11]([C:10]2[CH:27]=[C:28]([CH:39]([CH3:40])[CH3:41])[C:29]([OH:31])=[CH:30][C:9]=2[OH:8])=[N:64][N:65]=1. The yield is 0.330. (4) The reactants are COC(=O)[C:4]1[CH:9]=[CH:8][CH:7]=[CH:6][C:5]=1[C:10]#[C:11][Si](C)(C)C.[C:17](=[O:20])([O-])[O-:18].[K+].[K+].[CH3:23]O. The catalyst is ClCCl.O. The product is [CH3:23][O:18][C:17](=[O:20])[C:8]1[CH:7]=[CH:6][C:5]([C:10]#[CH:11])=[CH:4][CH:9]=1. The yield is 0.950.